Dataset: Catalyst prediction with 721,799 reactions and 888 catalyst types from USPTO. Task: Predict which catalyst facilitates the given reaction. (1) Reactant: [N:1]1[CH:6]=[CH:5][C:4]([C:7](=O)[CH2:8][C:9]([O:11]CC)=O)=[CH:3][CH:2]=1.Cl.Cl.[NH2:17][C:18]1[NH:23][CH2:22][CH2:21][CH2:20][N:19]=1.C(=O)([O-])[O-].[K+].[K+]. Product: [N:1]1[CH:2]=[CH:3][C:4]([C:7]2[N:17]=[C:18]3[NH:23][CH2:22][CH2:21][CH2:20][N:19]3[C:9](=[O:11])[CH:8]=2)=[CH:5][CH:6]=1. The catalyst class is: 8. (2) Reactant: [F:1][C:2]1[CH:7]=[CH:6][C:5]([C:8]2[O:9][C:10]3[C:11](=[C:13]([C:17]([OH:19])=O)[CH:14]=[CH:15][CH:16]=3)[N:12]=2)=[CH:4][CH:3]=1.C1C=CC2N(O)N=[N:26]C=2C=1.CCN=C=NCCCN(C)C.CCN(C(C)C)C(C)C.[Cl-].[NH4+].Cl. Product: [F:1][C:2]1[CH:7]=[CH:6][C:5]([C:8]2[O:9][C:10]3[C:11](=[C:13]([C:17]([NH2:26])=[O:19])[CH:14]=[CH:15][CH:16]=3)[N:12]=2)=[CH:4][CH:3]=1. The catalyst class is: 35. (3) The catalyst class is: 8. Reactant: [CH3:1][N:2]([C:4]1[CH:9]=[CH:8][C:7]([CH:10]=O)=[CH:6][CH:5]=1)[CH3:3].[Br-:12].[C:13]([CH2:16][CH2:17][CH2:18][CH2:19][CH2:20][N+:21]1[CH:26]=[CH:25][CH:24]=[CH:23][C:22]=1C)([OH:15])=[O:14].N1CCCC[CH2:29]1. Product: [Br-:12].[C:13]([CH2:16][CH2:17][CH2:18][CH2:19][CH2:20][N+:21]1[CH:22]=[CH:23][C:24]([CH:29]=[CH:10][C:7]2[CH:6]=[CH:5][C:4]([N:2]([CH3:1])[CH3:3])=[CH:9][CH:8]=2)=[CH:25][CH:26]=1)([OH:15])=[O:14]. (4) Reactant: [C:1]([O:5][C:6]([N:8]1[CH2:12][C@H:11]([OH:13])[CH2:10][C@H:9]1[C:14]([N:16]1[CH2:22][CH2:21][CH2:20][N:19]([CH:23]2[CH2:26][CH2:25][CH2:24]2)[CH2:18][CH2:17]1)=[O:15])=[O:7])([CH3:4])([CH3:3])[CH3:2].I[C:28]1[CH:33]=[CH:32][CH:31]=[CH:30][CH:29]=1.CC1C=NC2C(C=1C)=CC=C1C=2N=CC(C)=C1C.C([O-])([O-])=O.[Cs+].[Cs+]. Product: [C:1]([O:5][C:6]([N:8]1[CH2:12][C@H:11]([O:13][C:28]2[CH:33]=[CH:32][CH:31]=[CH:30][CH:29]=2)[CH2:10][C@H:9]1[C:14]([N:16]1[CH2:22][CH2:21][CH2:20][N:19]([CH:23]2[CH2:24][CH2:25][CH2:26]2)[CH2:18][CH2:17]1)=[O:15])=[O:7])([CH3:4])([CH3:2])[CH3:3]. The catalyst class is: 432. (5) Reactant: C(=O)([O-])O.[Na+].[Cl:6][CH2:7][C:8](Cl)=[O:9].[C:11]([O:15][C:16](=[O:23])[NH:17][C@@H:18]([CH3:22])[CH2:19][NH:20][CH3:21])([CH3:14])([CH3:13])[CH3:12]. Product: [C:11]([O:15][C:16](=[O:23])[NH:17][C@@H:18]([CH3:22])[CH2:19][N:20]([C:8](=[O:9])[CH2:7][Cl:6])[CH3:21])([CH3:14])([CH3:13])[CH3:12]. The catalyst class is: 13. (6) Reactant: C([O:3][C:4](=[O:32])[CH2:5][N:6]([CH2:26][C:27]1[O:28][CH:29]=[CH:30][CH:31]=1)[CH2:7][CH2:8][C:9]1[CH:14]=[CH:13][C:12]([S:15][C:16]([CH3:25])([CH3:24])[C:17]([O:19][C:20]([CH3:23])([CH3:22])[CH3:21])=[O:18])=[CH:11][CH:10]=1)C.[OH-].[Na+]. Product: [C:4]([CH2:5][N:6]([CH2:26][C:27]1[O:28][CH:29]=[CH:30][CH:31]=1)[CH2:7][CH2:8][C:9]1[CH:10]=[CH:11][C:12]([S:15][C:16]([CH3:24])([CH3:25])[C:17]([O:19][C:20]([CH3:23])([CH3:22])[CH3:21])=[O:18])=[CH:13][CH:14]=1)([OH:32])=[O:3]. The catalyst class is: 8. (7) Reactant: [CH3:1][C:2]1[CH:9]=[CH:8][C:5]([CH2:6][SH:7])=[CH:4][CH:3]=1.[CH3:10][O:11][C:12]1[CH:17]=[CH:16][C:15]([C:18](=[O:21])[CH2:19]Br)=[CH:14][CH:13]=1.C(N(C(C)C)CC)(C)C. Product: [CH3:10][O:11][C:12]1[CH:17]=[CH:16][C:15]([C:18](=[O:21])[CH2:19][S:7][CH2:6][C:5]2[CH:8]=[CH:9][C:2]([CH3:1])=[CH:3][CH:4]=2)=[CH:14][CH:13]=1. The catalyst class is: 517. (8) Reactant: Cl[C:2]1[N:7]2[N:8]=[C:9]([C:18]3[CH:23]=[CH:22][CH:21]=[CH:20][C:19]=3[Cl:24])[C:10]([C:11]3[CH:16]=[CH:15][C:14]([Cl:17])=[CH:13][CH:12]=3)=[C:6]2[N:5]=[C:4]([CH3:25])[CH:3]=1.CCN(C(C)C)C(C)C.[C:35]([O:39][C:40]([N:42]1[CH2:47][CH2:46][NH:45][CH2:44][CH2:43]1)=[O:41])([CH3:38])([CH3:37])[CH3:36]. Product: [C:35]([O:39][C:40]([N:42]1[CH2:47][CH2:46][N:45]([C:2]2[N:7]3[N:8]=[C:9]([C:18]4[CH:23]=[CH:22][CH:21]=[CH:20][C:19]=4[Cl:24])[C:10]([C:11]4[CH:16]=[CH:15][C:14]([Cl:17])=[CH:13][CH:12]=4)=[C:6]3[N:5]=[C:4]([CH3:25])[CH:3]=2)[CH2:44][CH2:43]1)=[O:41])([CH3:38])([CH3:36])[CH3:37]. The catalyst class is: 26. (9) Reactant: [CH3:1][O:2][C:3]1[CH:8]=[C:7]([O:9][CH3:10])[CH:6]=[CH:5][C:4]=1[NH:11][C:12]1[CH:20]=[CH:19][CH:18]=[C:14]([C:15]([OH:17])=O)[C:13]=1[C:21]([OH:23])=O.Cl.[NH2:25][CH:26]1[CH2:32][CH2:31][C:30](=[O:33])[NH:29][C:27]1=[O:28]. Product: [CH3:1][O:2][C:3]1[CH:8]=[C:7]([O:9][CH3:10])[CH:6]=[CH:5][C:4]=1[NH:11][C:12]1[CH:20]=[CH:19][CH:18]=[C:14]2[C:13]=1[C:21](=[O:23])[N:25]([CH:26]1[CH2:32][CH2:31][C:30](=[O:33])[NH:29][C:27]1=[O:28])[C:15]2=[O:17]. The catalyst class is: 17.